From a dataset of NCI-60 drug combinations with 297,098 pairs across 59 cell lines. Regression. Given two drug SMILES strings and cell line genomic features, predict the synergy score measuring deviation from expected non-interaction effect. (1) Drug 1: CC12CCC3C(C1CCC2O)C(CC4=C3C=CC(=C4)O)CCCCCCCCCS(=O)CCCC(C(F)(F)F)(F)F. Drug 2: C1=NC2=C(N=C(N=C2N1C3C(C(C(O3)CO)O)F)Cl)N. Cell line: OVCAR-8. Synergy scores: CSS=28.1, Synergy_ZIP=-1.56, Synergy_Bliss=1.06, Synergy_Loewe=-35.1, Synergy_HSA=-0.392. (2) Drug 1: C1=CC(=CC=C1C#N)C(C2=CC=C(C=C2)C#N)N3C=NC=N3. Drug 2: C1=NC(=NC(=O)N1C2C(C(C(O2)CO)O)O)N. Cell line: NCI-H522. Synergy scores: CSS=18.7, Synergy_ZIP=-2.69, Synergy_Bliss=4.97, Synergy_Loewe=-10.1, Synergy_HSA=-8.21. (3) Drug 1: CCN(CC)CCNC(=O)C1=C(NC(=C1C)C=C2C3=C(C=CC(=C3)F)NC2=O)C. Cell line: HOP-62. Synergy scores: CSS=14.7, Synergy_ZIP=3.88, Synergy_Bliss=1.86, Synergy_Loewe=-0.423, Synergy_HSA=-2.88. Drug 2: CN(CCCl)CCCl.Cl. (4) Drug 1: C1CCN(CC1)CCOC2=CC=C(C=C2)C(=O)C3=C(SC4=C3C=CC(=C4)O)C5=CC=C(C=C5)O. Drug 2: C1=CC=C(C(=C1)C(C2=CC=C(C=C2)Cl)C(Cl)Cl)Cl. Cell line: SR. Synergy scores: CSS=15.7, Synergy_ZIP=-4.10, Synergy_Bliss=0.0578, Synergy_Loewe=1.40, Synergy_HSA=1.22. (5) Drug 1: B(C(CC(C)C)NC(=O)C(CC1=CC=CC=C1)NC(=O)C2=NC=CN=C2)(O)O. Drug 2: CC1=C(C(=CC=C1)Cl)NC(=O)C2=CN=C(S2)NC3=CC(=NC(=N3)C)N4CCN(CC4)CCO. Cell line: OVCAR3. Synergy scores: CSS=64.3, Synergy_ZIP=-1.20, Synergy_Bliss=-1.28, Synergy_Loewe=-3.66, Synergy_HSA=0.796. (6) Drug 1: C1=CC(=CC=C1C#N)C(C2=CC=C(C=C2)C#N)N3C=NC=N3. Drug 2: CCC1(C2=C(COC1=O)C(=O)N3CC4=CC5=C(C=CC(=C5CN(C)C)O)N=C4C3=C2)O.Cl. Cell line: SF-268. Synergy scores: CSS=18.7, Synergy_ZIP=-1.59, Synergy_Bliss=1.71, Synergy_Loewe=-26.5, Synergy_HSA=-2.70. (7) Drug 1: CN(CCCl)CCCl.Cl. Drug 2: CC1C(C(CC(O1)OC2CC(CC3=C2C(=C4C(=C3O)C(=O)C5=CC=CC=C5C4=O)O)(C(=O)C)O)N)O. Cell line: SNB-75. Synergy scores: CSS=50.2, Synergy_ZIP=-5.41, Synergy_Bliss=-3.38, Synergy_Loewe=0.154, Synergy_HSA=2.80.